From a dataset of Reaction yield outcomes from USPTO patents with 853,638 reactions. Predict the reaction yield, written as a fraction of the theoretical maximum amount of product (1.0 means a 100% yield; for example, 0.34 means a 34% yield). The reactants are O[Li].O.C([O:7][CH:8]1[C:12]2[N:13]=[CH:14][N:15]=[C:16]([N:17]3[CH2:22][CH2:21][N:20]([C:23]([O:25][C:26]([CH3:29])([CH3:28])[CH3:27])=[O:24])[CH2:19][CH2:18]3)[C:11]=2[C@H:10]([CH3:30])[CH2:9]1)(=O)C.C1COCC1.[NH4+].[Cl-]. The catalyst is O. The product is [OH:7][CH:8]1[C:12]2[N:13]=[CH:14][N:15]=[C:16]([N:17]3[CH2:22][CH2:21][N:20]([C:23]([O:25][C:26]([CH3:29])([CH3:28])[CH3:27])=[O:24])[CH2:19][CH2:18]3)[C:11]=2[C@H:10]([CH3:30])[CH2:9]1. The yield is 0.564.